This data is from Catalyst prediction with 721,799 reactions and 888 catalyst types from USPTO. The task is: Predict which catalyst facilitates the given reaction. (1) Reactant: C(=O)([O-])[O-].[Cs+].[Cs+].[N:7]1[CH:12]=[CH:11][CH:10]=[CH:9][C:8]=1[NH:13][C:14]1[CH:19]=[CH:18][C:17]([OH:20])=[CH:16][CH:15]=1.F[C:22]1[C:27]([CH:28]2[CH2:32][CH2:31][C:30]([CH3:34])([OH:33])[CH2:29]2)=[CH:26][CH:25]=[CH:24][N:23]=1.CN1C(=O)CCC1. Product: [CH3:34][C:30]1([OH:33])[CH2:31][CH2:32][CH:28]([C:27]2[C:22]([O:20][C:17]3[CH:18]=[CH:19][C:14]([NH:13][C:8]4[CH:9]=[CH:10][CH:11]=[CH:12][N:7]=4)=[CH:15][CH:16]=3)=[N:23][CH:24]=[CH:25][CH:26]=2)[CH2:29]1. The catalyst class is: 13. (2) Reactant: Cl[C:2]([O:4][CH2:5][CH3:6])=[O:3].C([N:14]1[CH2:19][CH2:18][C:17](=[O:20])[CH:16]([CH2:21][CH3:22])[CH2:15]1)C1C=CC=CC=1. Product: [C:2]([N:14]1[CH2:19][CH2:18][C:17](=[O:20])[CH:16]([CH2:21][CH3:22])[CH2:15]1)([O:4][CH2:5][CH3:6])=[O:3]. The catalyst class is: 48.